This data is from Full USPTO retrosynthesis dataset with 1.9M reactions from patents (1976-2016). The task is: Predict the reactants needed to synthesize the given product. (1) Given the product [CH2:1]([N:8]1[CH2:13][CH2:12][N:11]([CH:14]2[CH2:21][CH:17]3[CH2:18][N:19]([C:30](=[O:31])[CH3:29])[CH2:20][CH:16]3[CH2:15]2)[CH2:10][CH2:9]1)[C:2]1[CH:3]=[CH:4][CH:5]=[CH:6][CH:7]=1, predict the reactants needed to synthesize it. The reactants are: [CH2:1]([N:8]1[CH2:13][CH2:12][N:11]([CH:14]2[CH2:21][CH:17]3[CH2:18][NH:19][CH2:20][CH:16]3[CH2:15]2)[CH2:10][CH2:9]1)[C:2]1[CH:7]=[CH:6][CH:5]=[CH:4][CH:3]=1.CCN(CC)CC.[CH3:29][C:30](OC(C)=O)=[O:31]. (2) Given the product [CH3:1][C:2]1[O:6][C:5]([C:7]2[CH:8]=[CH:9][CH:10]=[CH:11][CH:12]=2)=[N:4][C:3]=1[CH2:13][O:14][C:15]1[CH:16]=[CH:17][C:18]([CH2:19][O:20]/[N:21]=[C:25](/[C:37]2[CH:38]=[CH:39][CH:40]=[CH:41][CH:42]=2)\[CH2:26][CH2:27][CH2:28][CH2:29][CH2:30][CH2:31][C:32]([O:34][CH2:35][CH3:36])=[O:33])=[CH:22][CH:23]=1, predict the reactants needed to synthesize it. The reactants are: [CH3:1][C:2]1[O:6][C:5]([C:7]2[CH:12]=[CH:11][CH:10]=[CH:9][CH:8]=2)=[N:4][C:3]=1[CH2:13][O:14][C:15]1[CH:23]=[CH:22][C:18]([CH2:19][O:20][NH2:21])=[CH:17][CH:16]=1.O=[C:25]([C:37]1[CH:42]=[CH:41][CH:40]=[CH:39][CH:38]=1)[CH2:26][CH2:27][CH2:28][CH2:29][CH2:30][CH2:31][C:32]([O:34][CH2:35][CH3:36])=[O:33].C(O)(=O)C.C([O-])(=O)C.[Na+]. (3) Given the product [CH2:38]([CH:30]1[CH2:31][C:32]2[C:37](=[CH:36][CH:35]=[CH:34][CH:33]=2)[N:29]1[C:27]([C:23]1[N:24]=[CH:25][N:26]=[C:21]([NH:1][C:2]2[CH:3]=[C:4]3[C:17](=[CH:18][CH:19]=2)[CH2:16][C:6]2([C:14]4[C:9](=[N:10][CH:11]=[CH:12][CH:13]=4)[NH:8][C:7]2=[O:15])[CH2:5]3)[CH:22]=1)=[O:28])[CH3:39], predict the reactants needed to synthesize it. The reactants are: [NH2:1][C:2]1[CH:3]=[C:4]2[C:17](=[CH:18][CH:19]=1)[CH2:16][C:6]1([C:14]3[C:9](=[N:10][CH:11]=[CH:12][CH:13]=3)[NH:8][C:7]1=[O:15])[CH2:5]2.Cl[C:21]1[N:26]=[CH:25][N:24]=[C:23]([C:27]([N:29]2[C:37]3[C:32](=[CH:33][CH:34]=[CH:35][CH:36]=3)[CH2:31][CH:30]2[CH2:38][CH3:39])=[O:28])[CH:22]=1.Cl. (4) Given the product [N:1]1[C:6]2[NH:7][C:8]3[C:13]([C:5]=2[C:4]([C:14]2[CH:15]=[C:16]([NH:20][CH:21]([CH3:32])[CH2:22][NH:23][C:24](=[O:30])[O:25][C:26]([CH3:27])([CH3:29])[CH3:28])[CH:17]=[CH:18][CH:19]=2)=[CH:3][CH:2]=1)=[CH:12][CH:11]=[CH:10][CH:9]=3, predict the reactants needed to synthesize it. The reactants are: [N:1]1[C:6]2[NH:7][C:8]3[C:13]([C:5]=2[C:4]([C:14]2[CH:15]=[C:16]([NH:20][CH2:21][CH2:22][NH:23][C:24](=[O:30])[O:25][C:26]([CH3:29])([CH3:28])[CH3:27])[CH:17]=[CH:18][CH:19]=2)=[CH:3][CH:2]=1)=[CH:12][CH:11]=[CH:10][CH:9]=3.Br[C:32]1C2C3C(=CC=CC=3)NC=2N=CC=1.C(=O)([O-])[O-].[Na+].[Na+]. (5) Given the product [OH:7][C@@H:6]([CH2:5][OH:4])[CH2:8][N:9]1[C:17]([C:18]2[CH:23]=[CH:22][CH:21]=[C:20]([F:24])[CH:19]=2)=[C:16]2[C:11]([N:12]([CH3:28])[C:13](=[O:27])[N:14]([CH3:26])[C:15]2=[O:25])=[CH:10]1, predict the reactants needed to synthesize it. The reactants are: Cl.CC1(C)[O:7][C@H:6]([CH2:8][N:9]2[C:17]([C:18]3[CH:23]=[CH:22][CH:21]=[C:20]([F:24])[CH:19]=3)=[C:16]3[C:11]([N:12]([CH3:28])[C:13](=[O:27])[N:14]([CH3:26])[C:15]3=[O:25])=[CH:10]2)[CH2:5][O:4]1.O.